This data is from Full USPTO retrosynthesis dataset with 1.9M reactions from patents (1976-2016). The task is: Predict the reactants needed to synthesize the given product. (1) Given the product [NH:3]1[C:7]2[CH:8]=[CH:9][CH:10]=[CH:11][C:6]=2[N:5]=[C:4]1[C@H:12]([NH:22][C:23]([N:25]1[CH2:29][CH2:28][CH:27]2[CH2:30][NH:31][CH2:32][CH:26]12)=[O:24])[CH2:13][C:14]1[CH:15]=[CH:16][C:17]([O:20][CH3:21])=[CH:18][CH:19]=1, predict the reactants needed to synthesize it. The reactants are: N#N.[NH:3]1[C:7]2[CH:8]=[CH:9][CH:10]=[CH:11][C:6]=2[N:5]=[C:4]1[C@H:12]([NH:22][C:23]([N:25]1[CH2:29][CH2:28][CH:27]2[CH2:30][N:31](C(OC(C)(C)C)=O)[CH2:32][CH:26]12)=[O:24])[CH2:13][C:14]1[CH:19]=[CH:18][C:17]([O:20][CH3:21])=[CH:16][CH:15]=1.FC(F)(F)S(O[Si](C(C)(C)C)(C)C)(=O)=O. (2) Given the product [Cl:1][C:2]1[CH:3]=[C:4]([C:9]2([C:26]([F:28])([F:27])[F:29])[O:13][N:12]=[C:11]([C:14]3[N:15]4[C:19]([C:20]([C:23]([NH:62][CH2:63][C:64]5[CH:65]=[CH:66][C:67]6[C:71]([CH3:73])([CH3:72])[O:70][B:69]([OH:74])[C:68]=6[CH:75]=5)=[O:24])=[CH:21][CH:22]=3)=[CH:18][CH:17]=[CH:16]4)[CH2:10]2)[CH:5]=[C:6]([Cl:8])[CH:7]=1, predict the reactants needed to synthesize it. The reactants are: [Cl:1][C:2]1[CH:3]=[C:4]([C:9]2([C:26]([F:29])([F:28])[F:27])[O:13][N:12]=[C:11]([C:14]3[N:15]4[C:19]([C:20]([C:23](O)=[O:24])=[CH:21][CH:22]=3)=[CH:18][CH:17]=[CH:16]4)[CH2:10]2)[CH:5]=[C:6]([Cl:8])[CH:7]=1.CN(C(ON1N=NC2C=CC=NC1=2)=[N+](C)C)C.F[P-](F)(F)(F)(F)F.CCN(CC)CC.Cl.[NH2:62][CH2:63][C:64]1[CH:65]=[CH:66][C:67]2[C:71]([CH3:73])([CH3:72])[O:70][B:69]([OH:74])[C:68]=2[CH:75]=1. (3) Given the product [Cl:1][C:2]1[CH:3]=[C:4]([C:8]2[C:12]([C:13]3[CH:18]=[CH:17][N:16]=[C:15]([NH:19][CH2:21][CH3:22])[CH:14]=3)=[CH:11][NH:10][N:9]=2)[CH:5]=[CH:6][CH:7]=1, predict the reactants needed to synthesize it. The reactants are: [Cl:1][C:2]1[CH:3]=[C:4]([C:8]2[C:12]([C:13]3[CH:18]=[CH:17][NH:16][C:15](=[N:19]N)[CH:14]=3)=[CH:11][NH:10][N:9]=2)[CH:5]=[CH:6][CH:7]=1.[CH2:21](N)[CH3:22]. (4) Given the product [C:1]([N:5]1[C:9]([CH2:10][CH2:11][CH2:12][N:22]2[CH2:21][CH2:20][N:19]([C:24]3[CH:25]=[C:26]([CH3:30])[CH:27]=[CH:28][CH:29]=3)[CH:18]([CH3:17])[CH2:23]2)=[CH:8][C:7]([CH2:14][CH2:15][CH3:16])=[N:6]1)([CH3:4])([CH3:3])[CH3:2], predict the reactants needed to synthesize it. The reactants are: [C:1]([N:5]1[C:9]([CH2:10][CH2:11][CH:12]=O)=[CH:8][C:7]([CH2:14][CH2:15][CH3:16])=[N:6]1)([CH3:4])([CH3:3])[CH3:2].[CH3:17][CH:18]1[CH2:23][NH:22][CH2:21][CH2:20][N:19]1[C:24]1[CH:25]=[C:26]([CH3:30])[CH:27]=[CH:28][CH:29]=1.CCN(C(C)C)C(C)C.[BH-](OC(C)=O)(OC(C)=O)OC(C)=O.[Na+]. (5) Given the product [NH2:1][C:4]1[CH:5]=[C:6]([CH:14]=[CH:15][C:16]=1[NH2:17])[CH2:7][N:8]1[CH2:13][CH2:12][O:11][CH2:10][CH2:9]1, predict the reactants needed to synthesize it. The reactants are: [N+:1]([C:4]1[CH:5]=[C:6]([CH:14]=[CH:15][C:16]=1[N+:17]([O-])=O)[CH2:7][N:8]1[CH2:13][CH2:12][O:11][CH2:10][CH2:9]1)([O-])=O.C(OCC)(=O)C.CO. (6) The reactants are: [BH4-].[Na+].[Br:3][CH:4]1[CH2:12][C:11]2[C:6](=[CH:7][CH:8]=[C:9]([F:13])[CH:10]=2)[C:5]1=[O:14].CO.O. Given the product [Br:3][C@H:4]1[CH2:12][C:11]2[C:6](=[CH:7][CH:8]=[C:9]([F:13])[CH:10]=2)[C@H:5]1[OH:14], predict the reactants needed to synthesize it. (7) Given the product [CH:1]1([CH2:4][NH:5][C:6]2[N:11]([CH3:12])[C:10](=[O:13])[C:9]([C:14]3[CH:19]=[CH:18][C:17]([O:20][C:21]4[CH:26]=[CH:25][N:24]=[C:23]5[NH:27][N:28]=[C:29]([CH3:30])[C:22]=45)=[C:16]([F:40])[CH:15]=3)=[CH:8][N:7]=2)[CH2:3][CH2:2]1, predict the reactants needed to synthesize it. The reactants are: [CH:1]1([CH2:4][NH:5][C:6]2[N:11]([CH3:12])[C:10](=[O:13])[C:9]([C:14]3[CH:19]=[CH:18][C:17]([O:20][C:21]4[CH:26]=[CH:25][N:24]=[C:23]5[N:27](CC6C=CC(OC)=CC=6)[N:28]=[C:29]([CH3:30])[C:22]=45)=[C:16]([F:40])[CH:15]=3)=[CH:8][N:7]=2)[CH2:3][CH2:2]1. (8) Given the product [C:40]([N:37]1[CH2:36][CH2:35][CH:34]([NH:33][C:12]2[C:13]([C:18]3[NH:27][C:26](=[O:28])[C:25]4[C:20](=[CH:21][C:22]([O:31][CH3:32])=[CH:23][C:24]=4[O:29][CH3:30])[N:19]=3)=[N:14][CH:15]=[CH:16][CH:17]=2)[CH2:39][CH2:38]1)(=[O:44])[CH:41]([CH3:43])[CH3:42], predict the reactants needed to synthesize it. The reactants are: C[Si]([N-][Si](C)(C)C)(C)C.[Li+].F[C:12]1[C:13]([C:18]2[NH:27][C:26](=[O:28])[C:25]3[C:20](=[CH:21][C:22]([O:31][CH3:32])=[CH:23][C:24]=3[O:29][CH3:30])[N:19]=2)=[N:14][CH:15]=[CH:16][CH:17]=1.[NH2:33][CH:34]1[CH2:39][CH2:38][N:37]([C:40](=[O:44])[CH:41]([CH3:43])[CH3:42])[CH2:36][CH2:35]1. (9) The reactants are: [O:1]=[C:2]1[C:6]([C:7]([O:9]CC)=O)=[CH:5][C:4]2([CH2:16][CH2:15][O:14][CH2:13][CH2:12]2)[O:3]1.[NH2:17][C:18]1[CH2:23][C:22]([CH3:25])([CH3:24])[CH2:21][C:20](=[O:26])[CH:19]=1.ClC1C(=O)C(C#N)=C(C#N)C(=O)C=1Cl. Given the product [OH:9][C:7]1[C:6]2[C:2](=[O:1])[O:3][C:4]3([CH2:12][CH2:13][O:14][CH2:15][CH2:16]3)[C:5]=2[C:19]2[C:20](=[O:26])[CH2:21][C:22]([CH3:25])([CH3:24])[CH2:23][C:18]=2[N:17]=1, predict the reactants needed to synthesize it.